Dataset: Forward reaction prediction with 1.9M reactions from USPTO patents (1976-2016). Task: Predict the product of the given reaction. (1) Given the reactants [Cl:1][C:2]1[CH:7]=[C:6](I)[C:5]([Cl:9])=[CH:4][N:3]=1.[F:10][C:11]([F:22])([F:21])[C:12]1[N:17]=[CH:16][C:15](B(O)O)=[CH:14][CH:13]=1.O1CCOCC1.C(=O)([O-])[O-].[K+].[K+], predict the reaction product. The product is: [Cl:1][C:2]1[CH:7]=[C:6]([C:15]2[CH:16]=[N:17][C:12]([C:11]([F:22])([F:21])[F:10])=[CH:13][CH:14]=2)[C:5]([Cl:9])=[CH:4][N:3]=1. (2) Given the reactants [CH3:1][C:2]1[CH:10]=[CH:9][C:5]([C:6](Cl)=[O:7])=[CH:4][CH:3]=1.[NH2:11][C:12]1[CH:17]=[CH:16][C:15]([C:18](=[O:25])[CH2:19][CH2:20][C:21]([O:23][CH3:24])=[O:22])=[CH:14][CH:13]=1, predict the reaction product. The product is: [CH3:1][C:2]1[CH:10]=[CH:9][C:5]([C:6]([NH:11][C:12]2[CH:13]=[CH:14][C:15]([C:18](=[O:25])[CH2:19][CH2:20][C:21]([O:23][CH3:24])=[O:22])=[CH:16][CH:17]=2)=[O:7])=[CH:4][CH:3]=1. (3) The product is: [Br:31][C:32]1[CH:40]=[CH:39][C:35]([C:6]([N:8]2[CH2:9][CH2:10][N:11]([C:14]3[C:19]([Cl:20])=[CH:18][C:17]([CH3:21])=[CH:16][N:15]=3)[CH2:12][CH2:13]2)=[O:7])=[C:34]([F:41])[CH:33]=1. Given the reactants C(O[C:6]([N:8]1[CH2:13][CH2:12][N:11]([C:14]2[C:19]([Cl:20])=[CH:18][C:17]([CH3:21])=[CH:16][N:15]=2)[CH2:10][CH2:9]1)=[O:7])(C)(C)C.FC(F)(F)C(O)=O.[OH-].[Na+].[Br:31][C:32]1[CH:40]=[CH:39][C:35](C(Cl)=O)=[C:34]([F:41])[CH:33]=1, predict the reaction product. (4) Given the reactants [C:1]1([C:7]2[NH:11][N:10]=[C:9]([C:12]([O:14][CH2:15][CH3:16])=[O:13])[CH:8]=2)[CH:6]=[CH:5][CH:4]=[CH:3][CH:2]=1.C(=O)([O-])[O-].[K+].[K+].I[CH2:24][CH:25]([CH3:27])[CH3:26].O, predict the reaction product. The product is: [CH2:24]([N:11]1[C:7]([C:1]2[CH:2]=[CH:3][CH:4]=[CH:5][CH:6]=2)=[CH:8][C:9]([C:12]([O:14][CH2:15][CH3:16])=[O:13])=[N:10]1)[CH:25]([CH3:27])[CH3:26]. (5) The product is: [C:22]([C:19]1[CH:18]=[CH:17][C:16]([O:15][C:11]2[C:10]([CH2:24][CH3:25])=[N:9][N:8]([CH2:7][C:6]([NH:5][NH:4][CH:1]=[O:3])=[O:26])[C:12]=2[CH2:13][CH3:14])=[CH:21][CH:20]=1)#[N:23]. Given the reactants [C:1]([NH:4][NH:5][C:6](=[O:26])[CH2:7][N:8]1[C:12]([CH2:13][CH3:14])=[C:11]([O:15][C:16]2[CH:21]=[CH:20][C:19]([C:22]#[N:23])=[CH:18][CH:17]=2)[C:10]([CH2:24][CH3:25])=[N:9]1)(=[O:3])C.C(C1C=CC(OC2C(CC)=NN(CC(O)=O)C=2CC)=CC=1)#N.C(NN)=O, predict the reaction product. (6) Given the reactants C(OC([N:8]1[CH2:13][CH2:12][CH2:11][C@H:10]([C:14]2[O:18][N:17]=[C:16]([C:19]3[NH:20][CH:21]=[C:22]([F:24])[CH:23]=3)[N:15]=2)[CH2:9]1)=O)(C)(C)C.[ClH:25], predict the reaction product. The product is: [ClH:25].[F:24][C:22]1[CH:23]=[C:19]([C:16]2[N:15]=[C:14]([C@H:10]3[CH2:11][CH2:12][CH2:13][NH:8][CH2:9]3)[O:18][N:17]=2)[NH:20][CH:21]=1. (7) Given the reactants [Cl:1][C:2]1[CH:3]=[C:4]([CH2:9][C:10]([OH:12])=O)[CH:5]=[CH:6][C:7]=1[Cl:8].CN(C(ON1N=NC2C=CC=CC1=2)=[N+](C)C)C.F[P-](F)(F)(F)(F)F.[NH2:37][C:38]1[S:39][CH:40]=[CH:41][N:42]=1.C(N(C(C)C)CC)(C)C, predict the reaction product. The product is: [Cl:1][C:2]1[CH:3]=[C:4]([CH2:9][C:10]([NH:37][C:38]2[S:39][CH:40]=[CH:41][N:42]=2)=[O:12])[CH:5]=[CH:6][C:7]=1[Cl:8]. (8) Given the reactants Cl[C:2]1[CH:7]=[C:6]([Cl:8])[N:5]=[C:4]([S:9][CH3:10])[N:3]=1.[F:11][CH:12]([F:24])[C:13]1[NH:17][C:16]2[CH:18]=[CH:19][CH:20]=[C:21]([O:22][CH3:23])[C:15]=2[N:14]=1.C([O-])([O-])=O.[K+].[K+], predict the reaction product. The product is: [Cl:8][C:6]1[N:5]=[C:4]([S:9][CH3:10])[N:3]=[C:2]([N:17]2[C:16]3[CH:18]=[CH:19][CH:20]=[C:21]([O:22][CH3:23])[C:15]=3[N:14]=[C:13]2[CH:12]([F:11])[F:24])[CH:7]=1. (9) Given the reactants Cl.[CH:2]([CH:15]1[C:20](=[O:21])[CH2:19][CH2:18][NH:17][CH2:16]1)([C:9]1[CH:14]=[CH:13][CH:12]=[CH:11][CH:10]=1)[C:3]1[CH:8]=[CH:7][CH:6]=[CH:5][CH:4]=1.C(N(C(C)C)CC)(C)C.[CH2:31]([O:33][C:34]1[CH:41]=[CH:40][CH:39]=[C:38]([O:42][CH3:43])[C:35]=1[CH2:36]O)[CH3:32].C(OC(C)C)(C)C, predict the reaction product. The product is: [CH:2]([CH:15]1[C:20](=[O:21])[CH2:19][CH2:18][N:17]([CH2:36][C:35]2[C:38]([O:42][CH3:43])=[CH:39][CH:40]=[CH:41][C:34]=2[O:33][CH2:31][CH3:32])[CH2:16]1)([C:9]1[CH:14]=[CH:13][CH:12]=[CH:11][CH:10]=1)[C:3]1[CH:4]=[CH:5][CH:6]=[CH:7][CH:8]=1.